From a dataset of Forward reaction prediction with 1.9M reactions from USPTO patents (1976-2016). Predict the product of the given reaction. (1) Given the reactants C(O[C:4]([C:6]1[C:7]2[S:15][CH:14]=[C:13]([CH2:16][O:17][C:18]3[CH:23]=[CH:22][CH:21]=[C:20]([NH:24][C:25]4[CH:30]=[CH:29][CH:28]=[CH:27][CH:26]=4)[CH:19]=3)[C:8]=2[C:9]([NH2:12])=[N:10][CH:11]=1)=[O:5])C.[CH2:31]([CH2:33][NH2:34])[OH:32], predict the reaction product. The product is: [OH:32][CH2:31][CH2:33][NH:34][C:4]([C:6]1[C:7]2[S:15][CH:14]=[C:13]([CH2:16][O:17][C:18]3[CH:23]=[CH:22][CH:21]=[C:20]([NH:24][C:25]4[CH:30]=[CH:29][CH:28]=[CH:27][CH:26]=4)[CH:19]=3)[C:8]=2[C:9]([NH2:12])=[N:10][CH:11]=1)=[O:5]. (2) Given the reactants [Br:1][C:2]1[N:6]2[CH:7]=[C:8]([C:15]3[CH:19]=CO[CH:16]=3)[CH:9]=[C:10]([C:11]([F:14])([F:13])[F:12])[C:5]2=[N:4][C:3]=1[C:20]([N:22]1[CH2:26][CH2:25][CH:24]([C:27]2[CH:32]=[CH:31][CH:30]=[CH:29][C:28]=2F)[CH2:23]1)=[O:21].[NH:34]1C=C(B2OC(C)(C)C(C)(C)O2)C=[N:35]1, predict the reaction product. The product is: [Br:1][C:2]1[N:6]2[CH:7]=[C:8]([C:15]3[CH:16]=[N:34][NH:35][CH:19]=3)[CH:9]=[C:10]([C:11]([F:12])([F:13])[F:14])[C:5]2=[N:4][C:3]=1[C:20]([N:22]1[CH2:26][CH2:25][CH:24]([C:27]2[CH:28]=[CH:29][CH:30]=[CH:31][CH:32]=2)[CH2:23]1)=[O:21]. (3) Given the reactants [Cl:1][C:2]1[CH:7]=[CH:6][C:5]([OH:8])=[CH:4][CH:3]=1.F[C:10]1[CH:11]=[C:12]([CH3:19])[CH:13]=[CH:14][C:15]=1[N+:16]([O-:18])=[O:17].C(=O)([O-])[O-].[K+].[K+], predict the reaction product. The product is: [Cl:1][C:2]1[CH:7]=[CH:6][C:5]([O:8][C:10]2[CH:11]=[C:12]([CH3:19])[CH:13]=[CH:14][C:15]=2[N+:16]([O-:18])=[O:17])=[CH:4][CH:3]=1. (4) Given the reactants [H-].C([Al+]CC(C)C)C(C)C.C([O:13][C:14]([C:16]1[S:20][C:19]([CH2:21][CH3:22])=[N:18][C:17]=1[CH:23]([CH3:25])[CH3:24])=O)C.C(=O)=O.CO, predict the reaction product. The product is: [CH2:21]([C:19]1[S:20][C:16]([CH2:14][OH:13])=[C:17]([CH:23]([CH3:24])[CH3:25])[N:18]=1)[CH3:22]. (5) Given the reactants [C:1]([C:3]1[C:4]2[N:5]([C:9]([C:15]3[CH:16]=[C:17]([OH:21])[CH:18]=[CH:19][CH:20]=3)=[C:10]([CH:12]([CH3:14])[CH3:13])[N:11]=2)[CH:6]=[CH:7][CH:8]=1)#[N:2].Br[CH2:23][C:24]1[CH:29]=[CH:28][CH:27]=[C:26]([S:30]([CH3:33])(=[O:32])=[O:31])[CH:25]=1, predict the reaction product. The product is: [CH:12]([C:10]1[N:11]=[C:4]2[C:3]([C:1]#[N:2])=[CH:8][CH:7]=[CH:6][N:5]2[C:9]=1[C:15]1[CH:20]=[CH:19][CH:18]=[C:17]([O:21][CH2:23][C:24]2[CH:29]=[CH:28][CH:27]=[C:26]([S:30]([CH3:33])(=[O:32])=[O:31])[CH:25]=2)[CH:16]=1)([CH3:14])[CH3:13].